The task is: Regression. Given two drug SMILES strings and cell line genomic features, predict the synergy score measuring deviation from expected non-interaction effect.. This data is from Merck oncology drug combination screen with 23,052 pairs across 39 cell lines. (1) Drug 1: O=c1[nH]cc(F)c(=O)[nH]1. Drug 2: Cc1nc(Nc2ncc(C(=O)Nc3c(C)cccc3Cl)s2)cc(N2CCN(CCO)CC2)n1. Cell line: NCIH1650. Synergy scores: synergy=23.2. (2) Drug 1: NC(=O)c1cccc2cn(-c3ccc(C4CCCNC4)cc3)nc12. Drug 2: CCc1c2c(nc3ccc(O)cc13)-c1cc3c(c(=O)n1C2)COC(=O)C3(O)CC. Cell line: UACC62. Synergy scores: synergy=35.6.